The task is: Predict the product of the given reaction.. This data is from Forward reaction prediction with 1.9M reactions from USPTO patents (1976-2016). (1) The product is: [F:42][CH:41]([F:43])[C:30]1[C:31]2[C:32]([F:40])([F:39])[CH2:33][CH2:34][C:35]([F:38])([F:37])[C:36]=2[N:28]([CH2:27][C:26]([NH:25][C@H:15]([C:13]2[C:12]([C:45]3[CH:46]=[CH:47][C:48]([F:54])=[C:49]([CH:53]=3)[C:50]([NH2:52])=[O:51])=[CH:11][N:10]=[C:9]([NH:8][CH2:7][CH2:6][N:1]3[CH2:5][CH2:4][O:55][CH2:56][CH2:57]3)[N:14]=2)[CH2:16][C:17]2[CH:22]=[C:21]([F:23])[CH:20]=[C:19]([F:24])[CH:18]=2)=[O:44])[N:29]=1. Given the reactants [N:1]1([CH2:6][CH2:7][NH:8][C:9]2[N:14]=[C:13]([C@@H:15]([NH:25][C:26](=[O:44])[CH2:27][N:28]3[C:36]4[C:35]([F:38])([F:37])[CH2:34][CH2:33][C:32]([F:40])([F:39])[C:31]=4[C:30]([CH:41]([F:43])[F:42])=[N:29]3)[CH2:16][C:17]3[CH:22]=[C:21]([F:23])[CH:20]=[C:19]([F:24])[CH:18]=3)[C:12]([C:45]3[CH:46]=[CH:47][C:48]([F:54])=[C:49]([CH:53]=3)[C:50]([NH2:52])=[O:51])=[CH:11][N:10]=2)[CH:5]=[CH:4]N=N1.[O:55]1CCN(CCN)[CH2:57][CH2:56]1.BrC1C([C@@H](NC(=O)OC(C)(C)C)CC2C=C(F)C=C(F)C=2)=NC(S(C)(=O)=O)=NC=1, predict the reaction product. (2) Given the reactants [OH:1][C:2]1[C:3]([C:12]([OH:14])=O)=[N:4][C:5]2[C:10]([N:11]=1)=[CH:9][CH:8]=[CH:7][CH:6]=2.[F:15][C:16]([F:29])([F:28])[C:17]1[CH:18]=[C:19]([CH:21]=[C:22]([C:24]([F:27])([F:26])[F:25])[CH:23]=1)[NH2:20], predict the reaction product. The product is: [F:15][C:16]([F:28])([F:29])[C:17]1[CH:18]=[C:19]([NH:20][C:12]([C:3]2[C:2]([OH:1])=[N:11][C:10]3[C:5](=[CH:6][CH:7]=[CH:8][CH:9]=3)[N:4]=2)=[O:14])[CH:21]=[C:22]([C:24]([F:25])([F:27])[F:26])[CH:23]=1. (3) The product is: [NH:1]1[C:9]2[C:4](=[CH:5][CH:6]=[CH:7][C:8]=2[CH2:10][NH2:13])[CH:3]=[CH:2]1. Given the reactants [NH:1]1[C:9]2[C:4](=[CH:5][CH:6]=[CH:7][C:8]=2[CH:10]=O)[CH:3]=[CH:2]1.Cl.[NH2:13]O.C([O-])(=O)C.[NH4+], predict the reaction product. (4) Given the reactants [N:1]1[CH:2]=[CH:3][N:4]2[CH:9]=[CH:8][CH:7]=[C:6]([C:10]3[CH:15]=[CH:14][C:13]([OH:16])=[CH:12][CH:11]=3)[C:5]=12, predict the reaction product. The product is: [N:1]1[CH:2]=[CH:3][N:4]2[CH2:9][CH2:8][CH2:7][CH:6]([C:10]3[CH:11]=[CH:12][C:13]([OH:16])=[CH:14][CH:15]=3)[C:5]=12. (5) Given the reactants [C:1]([C:3]([C:6]1[CH:7]=[C:8]([CH:22]=[CH:23][CH:24]=1)[C:9]([NH:11][C:12]1[CH:17]=[CH:16][C:15]([CH3:18])=[C:14]([N+:19]([O-])=O)[CH:13]=1)=[O:10])([CH3:5])[CH3:4])#[N:2], predict the reaction product. The product is: [NH2:19][C:14]1[CH:13]=[C:12]([NH:11][C:9](=[O:10])[C:8]2[CH:22]=[CH:23][CH:24]=[C:6]([C:3]([C:1]#[N:2])([CH3:5])[CH3:4])[CH:7]=2)[CH:17]=[CH:16][C:15]=1[CH3:18]. (6) Given the reactants [CH2:1]([O:8][N:9]1[C:15](=[O:16])[N:14]2[CH2:17][C@H:10]1[CH2:11][CH2:12][C@H:13]2[C:18]1[O:19]C(C2CCNCC2)=N[N:22]=1)[C:2]1[CH:7]=[CH:6][CH:5]=[CH:4][CH:3]=1.CC[N:31]=[C:32]=[N:33]CCCN(C)C.C1C=CC2N(O)N=NC=2C=1.ONC(N)=N, predict the reaction product. The product is: [NH2:33][C:32]1[N:22]=[C:18]([C@@H:13]2[CH2:12][CH2:11][C@@H:10]3[CH2:17][N:14]2[C:15](=[O:16])[N:9]3[O:8][CH2:1][C:2]2[CH:3]=[CH:4][CH:5]=[CH:6][CH:7]=2)[O:19][N:31]=1. (7) The product is: [OH:11][C:10]1[N:9]=[C:7]([OH:8])[C:6]2[CH2:1][N:18]([CH:15]([CH3:17])[CH3:16])[C:4](=[O:14])[C:5]=2[N:12]=1. Given the reactants [CH2:1]=O.O.[C:4]([OH:14])(=O)[C:5]1[NH:12][C:10](=[O:11])[NH:9][C:7](=[O:8])[CH:6]=1.[CH:15]([NH2:18])([CH3:17])[CH3:16].Cl, predict the reaction product. (8) Given the reactants C1C=C2C(=O)N(C3C(=O)NC(=O)CC3)CC2=C(N)C=1.CN(C(ON1N=NC2C=CC=NC1=2)=[N+](C)C)C.F[P-](F)(F)(F)(F)F.C(NC(C)C)(C)C.[CH3:51][C@@H:52]1[O:57][C@@H:56]([O:58][C@@H:59]2[C:64]3=[C:65]([OH:82])[C:66]4[C:78](=[O:79])[C:77]5[C:72](=[CH:73][CH:74]=[CH:75][C:76]=5[O:80][CH3:81])[C:70](=[O:71])[C:67]=4[C:68]([OH:69])=[C:63]3[CH2:62][C@@:61]([OH:87])([C:83]([CH2:85][OH:86])=[O:84])[CH2:60]2)[CH2:55][C@H:54]([NH2:88])[C@@H:53]1[OH:89].Cl, predict the reaction product. The product is: [CH3:51][C@@H:52]1[O:57][C@@H:56]([O:58][C@@H:59]2[C:64]3=[C:65]([OH:82])[C:66]4[C:78](=[O:79])[C:77]5[C:72](=[CH:73][CH:74]=[CH:75][C:76]=5[O:80][CH3:81])[C:70](=[O:71])[C:67]=4[C:68]([OH:69])=[C:63]3[CH2:62][C@@:61]([OH:87])([C:83]([CH2:85][OH:86])=[O:84])[CH2:60]2)[CH2:55][C@H:54]([NH2:88])[C@@H:53]1[OH:89]. (9) Given the reactants [N+:1]([C:4]1[CH:5]=[CH:6][C:7]2[N:11]=[C:10](S)[NH:9][C:8]=2[CH:13]=1)([O-:3])=[O:2].[Br:14]Br, predict the reaction product. The product is: [Br:14][C:10]1[NH:9][C:8]2[CH:13]=[C:4]([N+:1]([O-:3])=[O:2])[CH:5]=[CH:6][C:7]=2[N:11]=1. (10) Given the reactants [CH2:1]1[C:9]2[C:4](=[CH:5][CH:6]=[CH:7][CH:8]=2)[CH2:3][CH:2]1[C@H:10]1[NH:15][C:14](=[O:16])[C@@H:13]([CH:17]([CH2:20][CH3:21])[CH2:18][CH3:19])[N:12]([CH2:22][C:23]2[CH:28]=[CH:27][CH:26]=[CH:25][C:24]=2[S:29](Cl)(=[O:31])=[O:30])[C:11]1=[O:33].C(N(C(C)C)CC)(C)C.Cl.[NH2:44][CH2:45][C:46]([O:48][CH2:49][C:50]1[CH:55]=[CH:54][CH:53]=[CH:52][CH:51]=1)=[O:47].CO, predict the reaction product. The product is: [CH2:1]1[C:9]2[C:4](=[CH:5][CH:6]=[CH:7][CH:8]=2)[CH2:3][CH:2]1[C@H:10]1[NH:15][C:14](=[O:16])[C@@H:13]([CH:17]([CH2:20][CH3:21])[CH2:18][CH3:19])[N:12]([CH2:22][C:23]2[CH:28]=[CH:27][CH:26]=[CH:25][C:24]=2[S:29]([NH:44][CH2:45][C:46]([O:48][CH2:49][C:50]2[CH:55]=[CH:54][CH:53]=[CH:52][CH:51]=2)=[O:47])(=[O:31])=[O:30])[C:11]1=[O:33].